From a dataset of Full USPTO retrosynthesis dataset with 1.9M reactions from patents (1976-2016). Predict the reactants needed to synthesize the given product. (1) Given the product [F:13][C:14]1[CH:21]=[CH:20][C:17]([C:18]#[N:19])=[CH:16][C:15]=1[CH:26]([C:25]1[CH:28]=[CH:29][CH:30]=[C:23]([F:22])[CH:24]=1)[OH:27], predict the reactants needed to synthesize it. The reactants are: C([Li])CCC.C(NC(C)C)(C)C.[F:13][C:14]1[CH:21]=[CH:20][C:17]([C:18]#[N:19])=[CH:16][CH:15]=1.[F:22][C:23]1[CH:24]=[C:25]([CH:28]=[CH:29][CH:30]=1)[CH:26]=[O:27].[Cl-].[NH4+]. (2) Given the product [Cl:2][C:3]1[CH:8]=[C:7]([Cl:9])[C:6]([S:10]([N:13]2[CH2:18][CH2:17][N:16]([C:33](=[O:34])[CH2:32][N:23]3[CH:31]=[C:29]([CH3:30])[C:27](=[O:28])[NH:26][C:24]3=[O:25])[CH2:15][C:14]2=[O:19])(=[O:12])=[O:11])=[C:5]([N+:20]([O-:22])=[O:21])[CH:4]=1, predict the reactants needed to synthesize it. The reactants are: Cl.[Cl:2][C:3]1[CH:8]=[C:7]([Cl:9])[C:6]([S:10]([N:13]2[CH2:18][CH2:17][NH:16][CH2:15][C:14]2=[O:19])(=[O:12])=[O:11])=[C:5]([N+:20]([O-:22])=[O:21])[CH:4]=1.[N:23]1([CH2:32][C:33](O)=[O:34])[CH:31]=[C:29]([CH3:30])[C:27](=[O:28])[NH:26][C:24]1=[O:25]. (3) Given the product [CH:1]1([CH:4]([NH:7][C:8]2[C:13]([NH2:14])=[C:12]([C:17]3[CH:22]=[CH:21][C:20]([Cl:23])=[CH:19][C:18]=3[Cl:24])[CH:11]=[CH:10][N:9]=2)[CH2:5][CH3:6])[CH2:3][CH2:2]1, predict the reactants needed to synthesize it. The reactants are: [CH:1]1([CH:4]([NH:7][C:8]2[C:13]([N+:14]([O-])=O)=[C:12]([C:17]3[CH:22]=[CH:21][C:20]([Cl:23])=[CH:19][C:18]=3[Cl:24])[CH:11]=[CH:10][N:9]=2)[CH2:5][CH3:6])[CH2:3][CH2:2]1.[O-]S(S([O-])=O)=O.[Na+].[Na+]. (4) Given the product [CH:17]([NH:16][C:8]1[C:9]([CH2:14][CH3:15])=[CH:10][C:11]([CH2:12][CH3:13])=[C:6]([NH:5][CH:1]([CH2:3][CH3:4])[CH3:2])[C:7]=1[CH3:21])([CH2:19][CH3:20])[CH3:18], predict the reactants needed to synthesize it. The reactants are: [C:1](=[N:5][C:6]1[C:11]([CH2:12][CH3:13])=[CH:10][C:9]([CH2:14][CH3:15])=[C:8]([N:16]=[C:17]([CH2:19][CH3:20])[CH3:18])[C:7]=1[CH3:21])([CH2:3][CH3:4])[CH3:2]. (5) Given the product [CH2:1]([O:8][C:9]1[C:10]([CH2:11][NH:19][CH2:20][CH2:21][OH:22])=[C:13]([CH3:18])[CH:14]=[C:15]([CH3:17])[N:16]=1)[C:2]1[CH:7]=[CH:6][CH:5]=[CH:4][CH:3]=1, predict the reactants needed to synthesize it. The reactants are: [CH2:1]([O:8][C:9]1[N:16]=[C:15]([CH3:17])[CH:14]=[C:13]([CH3:18])[C:10]=1[CH:11]=O)[C:2]1[CH:7]=[CH:6][CH:5]=[CH:4][CH:3]=1.[NH2:19][CH2:20][CH2:21][OH:22].C([BH3-])#N.[Na+]. (6) Given the product [F:1][C:2]([F:78])([O:63][C:64]1[CH:69]=[CH:68][C:67]([O:70][CH2:71][CH2:72][CH2:73][C:74]([F:76])([F:77])[F:75])=[CH:66][CH:65]=1)[C:3]1[CH:4]=[CH:5][C:6](/[CH:9]=[CH:10]/[C:11]([O:13][CH2:14][C:15]2[CH:20]=[C:19]([NH2:21])[CH:18]=[CH:17][C:16]=2[C:24]2[CH:29]=[CH:28][C:27]([NH2:30])=[CH:26][C:25]=2[CH2:33][O:34][C:35](=[O:62])/[CH:36]=[CH:37]/[C:38]2[CH:39]=[CH:40][C:41]([C:44]([F:61])([F:60])[O:45][C:46]3[CH:51]=[CH:50][C:49]([O:52][CH2:53][CH2:54][CH2:55][C:56]([F:57])([F:58])[F:59])=[CH:48][CH:47]=3)=[CH:42][CH:43]=2)=[O:12])=[CH:7][CH:8]=1, predict the reactants needed to synthesize it. The reactants are: [F:1][C:2]([F:78])([O:63][C:64]1[CH:69]=[CH:68][C:67]([O:70][CH2:71][CH2:72][CH2:73][C:74]([F:77])([F:76])[F:75])=[CH:66][CH:65]=1)[C:3]1[CH:8]=[CH:7][C:6](/[CH:9]=[CH:10]/[C:11]([O:13][CH2:14][C:15]2[CH:20]=[C:19]([N+:21]([O-])=O)[CH:18]=[CH:17][C:16]=2[C:24]2[CH:29]=[CH:28][C:27]([N+:30]([O-])=O)=[CH:26][C:25]=2[CH2:33][O:34][C:35](=[O:62])/[CH:36]=[CH:37]/[C:38]2[CH:43]=[CH:42][C:41]([C:44]([F:61])([F:60])[O:45][C:46]3[CH:51]=[CH:50][C:49]([O:52][CH2:53][CH2:54][CH2:55][C:56]([F:59])([F:58])[F:57])=[CH:48][CH:47]=3)=[CH:40][CH:39]=2)=[O:12])=[CH:5][CH:4]=1.